From a dataset of Catalyst prediction with 721,799 reactions and 888 catalyst types from USPTO. Predict which catalyst facilitates the given reaction. (1) Reactant: [F:1][C:2]1[C:3]([I:21])=[C:4]2[N:10]=[C:9]([C:11]3[CH:20]=[CH:19][C:14]([C:15]([O:17]C)=[O:16])=[CH:13][CH:12]=3)[NH:8][C:5]2=[N:6][CH:7]=1.O.[OH-].[Li+].O. Product: [F:1][C:2]1[C:3]([I:21])=[C:4]2[N:10]=[C:9]([C:11]3[CH:20]=[CH:19][C:14]([C:15]([OH:17])=[O:16])=[CH:13][CH:12]=3)[NH:8][C:5]2=[N:6][CH:7]=1. The catalyst class is: 1. (2) Reactant: [Br:1][C:2]1[CH:12]=[CH:11][CH:10]=[CH:9][C:3]=1[CH:4]=[CH:5][C:6](O)=[O:7].C(=O)([O-])[O-].[Cs+].[Cs+].CI.[H-].C([Al+]CC(C)C)C(C)C. Product: [Br:1][C:2]1[CH:12]=[CH:11][CH:10]=[CH:9][C:3]=1/[CH:4]=[CH:5]/[CH2:6][OH:7]. The catalyst class is: 21. (3) Reactant: C([O:8][C:9]1[CH:22]=[CH:21][C:12]([CH2:13][C@H:14]2[CH2:18][O:17][C:16]([CH3:20])([CH3:19])[O:15]2)=[CH:11][CH:10]=1)C1C=CC=CC=1.[H][H]. Product: [CH3:19][C:16]1([CH3:20])[O:15][C@@H:14]([CH2:13][C:12]2[CH:21]=[CH:22][C:9]([OH:8])=[CH:10][CH:11]=2)[CH2:18][O:17]1. The catalyst class is: 78. (4) Reactant: [BH4-].[Na+].[CH2:3]([O:10][C:11]1[CH:16]=[CH:15][C:14]([C:17](=[O:34])[CH2:18][N:19]([CH2:27][C:28]2[CH:33]=[CH:32][CH:31]=[CH:30][CH:29]=2)[CH2:20][C:21]2[CH:26]=[CH:25][CH:24]=[CH:23][CH:22]=2)=[CH:13][C:12]=1[NH:35][S:36]([CH3:39])(=[O:38])=[O:37])[C:4]1[CH:9]=[CH:8][CH:7]=[CH:6][CH:5]=1.C(Cl)Cl. Product: [CH2:3]([O:10][C:11]1[CH:16]=[CH:15][C:14]([CH:17]([OH:34])[CH2:18][N:19]([CH2:27][C:28]2[CH:29]=[CH:30][CH:31]=[CH:32][CH:33]=2)[CH2:20][C:21]2[CH:26]=[CH:25][CH:24]=[CH:23][CH:22]=2)=[CH:13][C:12]=1[NH:35][S:36]([CH3:39])(=[O:37])=[O:38])[C:4]1[CH:9]=[CH:8][CH:7]=[CH:6][CH:5]=1. The catalyst class is: 92.